From a dataset of Full USPTO retrosynthesis dataset with 1.9M reactions from patents (1976-2016). Predict the reactants needed to synthesize the given product. (1) The reactants are: [F:1][CH:2]([F:14])[C:3]1[CH:8]=[CH:7][CH:6]=[C:5]([CH:9]([F:11])[F:10])[C:4]=1[CH2:12][OH:13]. Given the product [F:1][CH:2]([F:14])[C:3]1[CH:8]=[CH:7][CH:6]=[C:5]([CH:9]([F:11])[F:10])[C:4]=1[CH:12]=[O:13], predict the reactants needed to synthesize it. (2) Given the product [CH3:1][C:2]1([CH3:27])[C:7]([C:8]2[CH:13]=[C:12]([CH2:14][OH:15])[CH:11]=[CH:10][C:9]=2[C:18]2[CH:23]=[C:22]([O:24][CH3:25])[CH:21]=[CH:20][C:19]=2[F:26])=[CH:6][CH2:5][CH2:4][CH2:3]1, predict the reactants needed to synthesize it. The reactants are: [CH3:1][C:2]1([CH3:27])[C:7]([C:8]2[CH:13]=[C:12]([C:14](OC)=[O:15])[CH:11]=[CH:10][C:9]=2[C:18]2[CH:23]=[C:22]([O:24][CH3:25])[CH:21]=[CH:20][C:19]=2[F:26])=[CH:6][CH2:5][CH2:4][CH2:3]1.C1COCC1.[H-].[H-].[H-].[H-].[Li+].[Al+3].[OH-].[Na+]. (3) Given the product [NH2:24][C:20]1[C:21]([F:23])=[CH:22][C:17]([C@@H:15]2[CH2:16][C@H:14]2[C:12]([O:11][CH2:9][CH3:10])=[O:13])=[C:18]([F:27])[CH:19]=1, predict the reactants needed to synthesize it. The reactants are: [N+](=CC(OCC)=O)=[N-].[CH2:9]([O:11][C:12]([C@@H:14]1[CH2:16][C@H:15]1[C:17]1[CH:22]=[C:21]([F:23])[C:20]([N+:24]([O-])=O)=[CH:19][C:18]=1[F:27])=[O:13])[CH3:10].C(OCC)(=O)/C=C/C(OCC)=O. (4) Given the product [C:25]([NH:24][C:12]1[CH:11]=[C:10]([N:7]2[C:6]3[CH:28]=[CH:29][C:3]([C:1]4[N:35]([CH2:34][C:33]([O:32][CH2:30][CH3:31])=[O:38])[N:36]=[N:37][CH:2]=4)=[CH:4][C:5]=3[N:9]=[CH:8]2)[CH:15]=[C:14]([C:16]2[CH:21]=[CH:20][C:19]([F:22])=[CH:18][C:17]=2[F:23])[CH:13]=1)(=[O:27])[CH3:26], predict the reactants needed to synthesize it. The reactants are: [C:1]([C:3]1[CH:29]=[CH:28][C:6]2[N:7]([C:10]3[CH:11]=[C:12]([NH:24][C:25](=[O:27])[CH3:26])[CH:13]=[C:14]([C:16]4[CH:21]=[CH:20][C:19]([F:22])=[CH:18][C:17]=4[F:23])[CH:15]=3)[CH:8]=[N:9][C:5]=2[CH:4]=1)#[CH:2].[CH2:30]([O:32][C:33](=[O:38])[CH2:34][N:35]=[N+:36]=[N-:37])[CH3:31].O=C1O[C@H]([C@H](CO)O)C([O-])=C1O.[Na+]. (5) Given the product [CH3:27][O:20][C:19]([C:3]1[C:4](=[O:18])[NH:5][C:6]([C:8]2[CH:13]=[CH:12][CH:11]=[C:10]([C:14]([F:16])([F:17])[F:15])[CH:9]=2)=[CH:7][C:2]=1[CH3:1])=[O:21], predict the reactants needed to synthesize it. The reactants are: [CH3:1][C:2]1[CH:7]=[C:6]([C:8]2[CH:13]=[CH:12][CH:11]=[C:10]([C:14]([F:17])([F:16])[F:15])[CH:9]=2)[NH:5][C:4](=[O:18])[C:3]=1[C:19]([OH:21])=[O:20].OS(O)(=O)=O.[CH3:27]O. (6) Given the product [CH:1]([N:3]1[CH:7]=[C:6]([CH:8]=[O:9])[CH:5]=[N:4]1)=[CH2:2], predict the reactants needed to synthesize it. The reactants are: [CH:1]([N:3]1[CH:7]=[C:6]([CH2:8][OH:9])[CH:5]=[N:4]1)=[CH2:2].S([O-])([O-])(=O)=O.[Mg+2]. (7) The reactants are: Br[C:2]1[CH:7]=[CH:6][C:5]([N+:8]([O-:10])=[O:9])=[CH:4][C:3]=1[N:11]1[C:15](=[O:16])[N:14]([CH3:17])[N:13]=[N:12]1.C([O-])([O-])=O.[Na+].[Na+].C[C:25]([N:27](C)C)=O. Given the product [CH3:17][N:14]1[C:15](=[O:16])[N:11]([C:3]2[CH:4]=[C:5]([N+:8]([O-:10])=[O:9])[CH:6]=[CH:7][C:2]=2[C:25]#[N:27])[N:12]=[N:13]1, predict the reactants needed to synthesize it.